This data is from Reaction yield outcomes from USPTO patents with 853,638 reactions. The task is: Predict the reaction yield, written as a fraction of the theoretical maximum amount of product (1.0 means a 100% yield; for example, 0.34 means a 34% yield). The reactants are [CH3:1][S:2](Cl)(=[O:4])=[O:3].[CH3:6][O:7][C:8]([C@@H:10]1[CH2:14][C@@H:13]([OH:15])[CH2:12][N:11]1[C:16]([O:18][C:19]([CH3:22])([CH3:21])[CH3:20])=[O:17])=[O:9]. The catalyst is N1C=CC=CC=1.ClCCl. The product is [CH3:6][O:7][C:8]([C@@H:10]1[CH2:14][C@@H:13]([O:15][S:2]([CH3:1])(=[O:4])=[O:3])[CH2:12][N:11]1[C:16]([O:18][C:19]([CH3:22])([CH3:21])[CH3:20])=[O:17])=[O:9]. The yield is 0.910.